From a dataset of Full USPTO retrosynthesis dataset with 1.9M reactions from patents (1976-2016). Predict the reactants needed to synthesize the given product. (1) Given the product [C:1]([O:5][C:6]([NH:8][C@H:9]([C:23]([O:25][CH3:26])=[O:24])[CH2:10][C:11]1[CH:16]=[CH:15][C:14]([CH2:17][CH2:18][CH2:19][C:20]2[CH:21]=[CH:34][C:33]3[C:28](=[N:29][CH:30]=[CH:31][CH:32]=3)[N:27]=2)=[CH:13][N:12]=1)=[O:7])([CH3:4])([CH3:3])[CH3:2], predict the reactants needed to synthesize it. The reactants are: [C:1]([O:5][C:6]([NH:8][C@H:9]([C:23]([O:25][CH3:26])=[O:24])[CH2:10][C:11]1[CH:16]=[CH:15][C:14]([CH2:17][CH2:18][CH2:19][C:20](=O)[CH3:21])=[CH:13][N:12]=1)=[O:7])([CH3:4])([CH3:3])[CH3:2].[NH2:27][C:28]1[C:33]([CH:34]=O)=[CH:32][CH:31]=[CH:30][N:29]=1.N1CCC[C@H]1C(O)=O. (2) Given the product [CH2:11]([O:10][C@@H:9]1[C@@H:8]([O:18][CH2:19][C:20]2[CH:21]=[CH:22][CH:23]=[CH:24][CH:25]=2)[C@H:7]([O:26][CH2:27][C:28]2[CH:33]=[CH:32][CH:31]=[CH:30][CH:29]=2)[C@@H:6]([CH2:34][O:35][CH2:36][C:37]2[CH:38]=[CH:39][CH:40]=[CH:41][CH:42]=2)[O:5][C@:4]21[C:43]1[C:44](=[CH:45][C:46]([Cl:58])=[C:47]([CH2:49][C:50]3[CH:51]=[CH:52][C:53]([CH2:56][CH3:57])=[CH:54][CH:55]=3)[CH:48]=1)[O:59][CH:2]([CH2:3][OH:65])[CH2:1]2)[C:12]1[CH:17]=[CH:16][CH:15]=[CH:14][CH:13]=1, predict the reactants needed to synthesize it. The reactants are: [CH2:1]([C@:4]1([C:43]2[CH:48]=[C:47]([CH2:49][C:50]3[CH:55]=[CH:54][C:53]([CH2:56][CH3:57])=[CH:52][CH:51]=3)[C:46]([Cl:58])=[CH:45][C:44]=2[OH:59])[C@H:9]([O:10][CH2:11][C:12]2[CH:17]=[CH:16][CH:15]=[CH:14][CH:13]=2)[C@@H:8]([O:18][CH2:19][C:20]2[CH:25]=[CH:24][CH:23]=[CH:22][CH:21]=2)[C@H:7]([O:26][CH2:27][C:28]2[CH:33]=[CH:32][CH:31]=[CH:30][CH:29]=2)[C@@H:6]([CH2:34][O:35][CH2:36][C:37]2[CH:42]=[CH:41][CH:40]=[CH:39][CH:38]=2)[O:5]1)[CH:2]=[CH2:3].ClC1C=C(C=CC=1)C(OO)=[O:65].